The task is: Regression. Given two drug SMILES strings and cell line genomic features, predict the synergy score measuring deviation from expected non-interaction effect.. This data is from NCI-60 drug combinations with 297,098 pairs across 59 cell lines. (1) Drug 1: CS(=O)(=O)C1=CC(=C(C=C1)C(=O)NC2=CC(=C(C=C2)Cl)C3=CC=CC=N3)Cl. Drug 2: C1CN1P(=S)(N2CC2)N3CC3. Cell line: HT29. Synergy scores: CSS=6.45, Synergy_ZIP=-2.26, Synergy_Bliss=-4.33, Synergy_Loewe=-7.19, Synergy_HSA=-6.91. (2) Drug 1: C1=C(C(=O)NC(=O)N1)N(CCCl)CCCl. Drug 2: C(CC(=O)O)C(=O)CN.Cl. Cell line: OVCAR-4. Synergy scores: CSS=10.8, Synergy_ZIP=-2.90, Synergy_Bliss=2.66, Synergy_Loewe=2.42, Synergy_HSA=2.80.